This data is from Forward reaction prediction with 1.9M reactions from USPTO patents (1976-2016). The task is: Predict the product of the given reaction. The product is: [CH:1]1([CH2:7][CH:8]([N:20]2[C:29](=[O:30])[C:28]3[C:23](=[CH:24][CH:25]=[C:26]([F:31])[CH:27]=3)[N:22]=[CH:21]2)[C:9]([NH:11][C:12]2[S:13][C:14]([C:17]([N:58]([CH2:59][CH3:60])[CH2:57][CH3:56])=[O:19])=[CH:15][N:16]=2)=[O:10])[CH2:6][CH2:5][CH2:4][CH2:3][CH2:2]1. Given the reactants [CH:1]1([CH2:7][CH:8]([N:20]2[C:29](=[O:30])[C:28]3[C:23](=[CH:24][CH:25]=[C:26]([F:31])[CH:27]=3)[N:22]=[CH:21]2)[C:9]([NH:11][C:12]2[S:13][C:14]([C:17]([OH:19])=O)=[CH:15][N:16]=2)=[O:10])[CH2:6][CH2:5][CH2:4][CH2:3][CH2:2]1.CN(C(ON1N=NC2C=CC=CC1=2)=[N+](C)C)C.F[P-](F)(F)(F)(F)F.[CH3:56][CH2:57][N:58](CC)[CH2:59][CH3:60], predict the reaction product.